Dataset: Reaction yield outcomes from USPTO patents with 853,638 reactions. Task: Predict the reaction yield, written as a fraction of the theoretical maximum amount of product (1.0 means a 100% yield; for example, 0.34 means a 34% yield). (1) The reactants are [Br:1][C:2]1[CH:7]=[C:6]([N+:8]([O-:10])=[O:9])[C:5]([NH:11]C(=O)C(F)(F)F)=[C:4]([CH:18]2[CH2:22][CH2:21][CH2:20][O:19]2)[C:3]=1[F:23].O1CCOCC1.S(=O)(=O)(O)O.C([O-])(O)=O.[Na+]. The catalyst is CCOC(C)=O. The product is [Br:1][C:2]1[CH:7]=[C:6]([N+:8]([O-:10])=[O:9])[C:5]([NH2:11])=[C:4]([CH:18]2[CH2:22][CH2:21][CH2:20][O:19]2)[C:3]=1[F:23]. The yield is 0.940. (2) The reactants are [Cl:1][C:2]1[C:3](=[O:31])[N:4]([CH2:19][C:20]2[N:21]=[CH:22][C:23]([C:26](OCC)=[O:27])=[N:24][CH:25]=2)[C:5]([CH3:18])=[CH:6][C:7]=1[O:8][CH2:9][C:10]1[CH:15]=[CH:14][C:13]([F:16])=[CH:12][C:11]=1[F:17].[BH4-].[Na+]. The catalyst is C1COCC1.C(O)(C)(C)C. The product is [Cl:1][C:2]1[C:3](=[O:31])[N:4]([CH2:19][C:20]2[CH:25]=[N:24][C:23]([CH2:26][OH:27])=[CH:22][N:21]=2)[C:5]([CH3:18])=[CH:6][C:7]=1[O:8][CH2:9][C:10]1[CH:15]=[CH:14][C:13]([F:16])=[CH:12][C:11]=1[F:17]. The yield is 0.440.